Dataset: Forward reaction prediction with 1.9M reactions from USPTO patents (1976-2016). Task: Predict the product of the given reaction. (1) The product is: [Cl:5][CH2:6][CH2:7][O:8][C:9]1[C:10]([O:17][CH3:18])=[CH:11][C:12]([CH:13]=[O:14])=[C:15]([N+:1]([O-:4])=[O:2])[CH:16]=1. Given the reactants [N+:1]([O-:4])(O)=[O:2].[Cl:5][CH2:6][CH2:7][O:8][C:9]1[CH:16]=[CH:15][C:12]([CH:13]=[O:14])=[CH:11][C:10]=1[O:17][CH3:18], predict the reaction product. (2) Given the reactants C[O:2][C:3]([C:5]1[CH:10]=[CH:9][C:8]([C:11]2[C:12]([CH3:55])([CH3:54])[C@H:13]3[C@:26]([CH3:29])([CH2:27][CH:28]=2)[C@@H:25]2[C@:16]([CH3:53])([C@@:17]4([CH3:52])[C@H:22]([CH2:23][CH2:24]2)[C@H:21]2[C@H:30]([C:33]([CH3:35])=[CH2:34])[CH2:31][CH2:32][C@:20]2([NH:36][CH2:37][CH2:38][N:39]2[CH2:44][CH2:43][N:42]([C:45]([O:47][C:48]([CH3:51])([CH3:50])[CH3:49])=[O:46])[CH2:41][CH2:40]2)[CH2:19][CH2:18]4)[CH2:15][CH2:14]3)=[CH:7][CH:6]=1)=[O:4].[OH-].[Na+], predict the reaction product. The product is: [C:48]([O:47][C:45]([N:42]1[CH2:41][CH2:40][N:39]([CH2:38][CH2:37][NH:36][C@:20]23[CH2:32][CH2:31][C@@H:30]([C:33]([CH3:35])=[CH2:34])[C@@H:21]2[C@@H:22]2[C@@:17]([CH3:52])([CH2:18][CH2:19]3)[C@@:16]3([CH3:53])[C@@H:25]([C@:26]4([CH3:29])[C@@H:13]([CH2:14][CH2:15]3)[C:12]([CH3:55])([CH3:54])[C:11]([C:8]3[CH:9]=[CH:10][C:5]([C:3]([OH:4])=[O:2])=[CH:6][CH:7]=3)=[CH:28][CH2:27]4)[CH2:24][CH2:23]2)[CH2:44][CH2:43]1)=[O:46])([CH3:49])([CH3:50])[CH3:51]. (3) Given the reactants [OH:1][CH:2]1[CH2:7][CH2:6][N:5]([C:8]([N:10]2[CH2:15][CH:14]([C:16]3[CH:21]=[CH:20][C:19]([O:22][C:23]([F:26])([F:25])[F:24])=[CH:18][CH:17]=3)[CH2:13][CH:12]([C:27](O)=[O:28])[CH2:11]2)=[O:9])[CH2:4][CH2:3]1.O[N:31]=[C:32]([C:34]1[CH:39]=[CH:38][CH:37]=[CH:36][CH:35]=1)[NH2:33], predict the reaction product. The product is: [OH:1][CH:2]1[CH2:7][CH2:6][N:5]([C:8]([N:10]2[CH2:15][CH:14]([C:16]3[CH:17]=[CH:18][C:19]([O:22][C:23]([F:24])([F:26])[F:25])=[CH:20][CH:21]=3)[CH2:13][CH:12]([C:27]3[O:28][N:33]=[C:32]([C:34]4[CH:39]=[CH:38][CH:37]=[CH:36][CH:35]=4)[N:31]=3)[CH2:11]2)=[O:9])[CH2:4][CH2:3]1. (4) Given the reactants [N+:1]([C:4]1[CH:9]=[CH:8][CH:7]=[CH:6][C:5]=1[C:10]1[CH:15]=[CH:14][CH:13]=[C:12]([N:16]2[CH2:20][CH2:19][CH2:18][CH2:17]2)[N:11]=1)([O-])=O.C(O)(=O)C, predict the reaction product. The product is: [N:16]1([C:12]2[N:11]=[C:10]([C:5]3[CH:6]=[CH:7][CH:8]=[CH:9][C:4]=3[NH2:1])[CH:15]=[CH:14][CH:13]=2)[CH2:20][CH2:19][CH2:18][CH2:17]1. (5) Given the reactants [CH2:1]([O:3][C:4]([C:6]1[CH:7]=[C:8]2[C:13](=[CH:14][CH:15]=1)[NH:12][CH:11]([C:16]1[CH:21]=[CH:20][CH:19]=[C:18]([C:22]([O:24][CH3:25])=[O:23])[CH:17]=1)[C:10]([CH3:27])([CH3:26])[CH:9]2O)=[O:5])[CH3:2].C([SiH](CC)CC)C, predict the reaction product. The product is: [CH2:1]([O:3][C:4]([C:6]1[CH:7]=[C:8]2[C:13](=[CH:14][CH:15]=1)[NH:12][CH:11]([C:16]1[CH:21]=[CH:20][CH:19]=[C:18]([C:22]([O:24][CH3:25])=[O:23])[CH:17]=1)[C:10]([CH3:26])([CH3:27])[CH2:9]2)=[O:5])[CH3:2]. (6) Given the reactants [Cl:1][C:2]1[C:10]([C:11]#[N:12])=[CH:9][CH:8]=[C:7]2[C:3]=1[CH:4]=[CH:5][NH:6]2.Br[CH:14]([CH3:18])[C:15](=[O:17])[CH3:16], predict the reaction product. The product is: [Cl:1][C:2]1[C:10]([C:11]#[N:12])=[CH:9][CH:8]=[C:7]2[C:3]=1[CH:4]=[CH:5][N:6]2[CH:14]([C:15](=[O:17])[CH3:16])[CH3:18].